From a dataset of Reaction yield outcomes from USPTO patents with 853,638 reactions. Predict the reaction yield, written as a fraction of the theoretical maximum amount of product (1.0 means a 100% yield; for example, 0.34 means a 34% yield). The reactants are [Cl:1][C:2]1[CH:3]=[C:4]([CH:9]2[CH2:13][NH:12][CH2:11][CH:10]2[CH:14]([O:16][C:17]2[CH:24]=[CH:23][C:20]([C:21]#[N:22])=[CH:19][N:18]=2)[CH3:15])[CH:5]=[CH:6][C:7]=1[Cl:8].CCN(CC)CC.[Br:32][CH2:33][C:34](Cl)=[O:35]. The catalyst is C(Cl)Cl. The product is [Br:32][CH2:33][C:34]([N:12]1[CH2:13][CH:9]([C:4]2[CH:5]=[CH:6][C:7]([Cl:8])=[C:2]([Cl:1])[CH:3]=2)[CH:10]([CH:14]([O:16][C:17]2[CH:24]=[CH:23][C:20]([C:21]#[N:22])=[CH:19][N:18]=2)[CH3:15])[CH2:11]1)=[O:35]. The yield is 0.850.